Task: Binary Classification. Given a miRNA mature sequence and a target amino acid sequence, predict their likelihood of interaction.. Dataset: Experimentally validated miRNA-target interactions with 360,000+ pairs, plus equal number of negative samples (1) The miRNA is hsa-miR-3140-5p with sequence ACCUGAAUUACCAAAAGCUUU. The protein sequence of the target gene is MKKENQSFNLDFILLGVTSQQEQNNVFFVIFLCIYPITLTGNLLIILAICADIRLHNPMYFLLANLSLVDIIFSSVTIPKVLANHLLGSKFISFGGCLMQMYFMIALAKADSYTLAAMAYDRAVAISCPLHYTTIMSPRSCILLIAGSWVIGNTSALPHTLLTASLSFCGNQEVANFYCDIMPLLKLSCSDVHFNVKMMYLGVGVFSLPLLCIIVSYVQVFSTVFQVPSTKSLFKAFCTCGSHLTVVFLYYGTTMGMYFRPLTSYSPKDAVITVMYVAVTPALNPFIYSLRNWDMKAALQ.... Result: 0 (no interaction). (2) The miRNA is hsa-miR-3189-5p with sequence UGCCCCAUCUGUGCCCUGGGUAGGA. The protein sequence of the target gene is MGTALLQRGGCFLLCLSLLLLGCWAELGSGLEFPGAEGQWTRFPKWNACCESEMSFQLKTRSARGLVLYFDDEGFCDFLELILTRGGRLQLSFSIFCAEPATLLADTPVNDGAWHSVRIRRQFRNTTLFIDQVEAKWVEVKSKRRDMTVFSGLFVGGLPPELRAAALKLTLASVREREPFKGWIRDVRVNSSQVLPVDSGEVKLDDEPPNSGGGSPCEAGEEGEGGVCLNGGVCSVVDDQAVCDCSRTGFRGKDCSQEDNNVEGLAHLMMGDQGKSKGKEEYIATFKGSEYFCYDLSQNP.... Result: 0 (no interaction). (3) The miRNA is cel-miR-66-5p with sequence CAUGACACUGAUUAGGGAUGUGA. Result: 0 (no interaction). The protein sequence of the target gene is MPEGEGGDCGEVPALVPDGEPLREEQRPLKQSLGGSLCRESHWKCLLLTLLIHACGAVVAWCRLATVPRLVLGPEAALARGAGGPPPTYPASPCSDGYLYIPLAFVSLLYLLYLAECWHCHVRSCQAPRTDANTVLALIHRLQQAPPCVWWKATSYHYVRRTRQITRYRNGDAYTTTQVYHERADSRTARGEFDYSAHGVRDVSKELVGLADHAATRLRFTKCFSFGSAEAEASYLTQRARFFSANEGLDDYLEAREGMHLKDVDFRESLMVFADPRSPPWYARAWVFWLVSAATLSWPL.... (4) The miRNA is hsa-miR-219a-5p with sequence UGAUUGUCCAAACGCAAUUCU. The protein sequence of the target gene is MEEQPQMQDADEPADSGGEGRAGGPPQVAGAQAACSEDRMTLLLRLRAQTKQQLLEYKSMVDASEEKTPEQIMQEKQIEAKIEDLENEIEEVKVAFEIKKLALDRMRLSTALKKNLEKISRQSSVLMDNMKHLLELNKLIMKSQQESWDLEEKLLDIRKKRLQLKQASESKLLEIQTEKNKQKIDLDSMENSERIKIIRQNLQMEIKITTVIQHVFQNLILGSKVNWAEDPALKEIVLQLEKNVDMM. Result: 0 (no interaction).